Dataset: Forward reaction prediction with 1.9M reactions from USPTO patents (1976-2016). Task: Predict the product of the given reaction. (1) Given the reactants [O:1]=[C:2]1[C:10]2[C:5](=[CH:6][CH:7]=[CH:8][CH:9]=2)[C:4](=[O:11])[N:3]1[CH2:12][C@@H:13]1[C@H:18]([CH3:19])[CH2:17][CH2:16][CH2:15][N:14]1C(OCC1C=CC=CC=1)=O, predict the reaction product. The product is: [CH3:19][C@@H:18]1[CH2:17][CH2:16][CH2:15][NH:14][C@@H:13]1[CH2:12][N:3]1[C:4](=[O:11])[C:5]2[C:10](=[CH:9][CH:8]=[CH:7][CH:6]=2)[C:2]1=[O:1]. (2) Given the reactants [C:1]([C:3]1[CH:27]=[CH:26][C:6]2[N:7]3[CH:25]=[CH:24][CH:23]=[C:8]3[C:9]3([CH2:15][CH2:14][N:13](C(OC(C)(C)C)=O)[CH2:12][CH2:11]3)[O:10][C:5]=2[CH:4]=1)#[N:2].O1CCOCC1, predict the reaction product. The product is: [NH:13]1[CH2:14][CH2:15][C:9]2([O:10][C:5]3[CH:4]=[C:3]([C:1]#[N:2])[CH:27]=[CH:26][C:6]=3[N:7]3[CH:25]=[CH:24][CH:23]=[C:8]23)[CH2:11][CH2:12]1. (3) The product is: [CH3:30][C:31]1[CH:32]=[C:33]([NH:38][C:39](=[O:40])[N:10]([CH2:11][C:12]2[CH:20]=[CH:19][CH:18]=[C:17]3[C:13]=2[CH2:14][N:15]([CH:22]2[CH2:27][CH2:26][C:25](=[O:28])[NH:24][C:23]2=[O:29])[C:16]3=[O:21])[CH3:9])[CH:34]=[CH:35][C:36]=1[CH3:37]. Given the reactants C(N(CC)CC)C.Cl.[CH3:9][NH:10][CH2:11][C:12]1[CH:20]=[CH:19][CH:18]=[C:17]2[C:13]=1[CH2:14][N:15]([CH:22]1[CH2:27][CH2:26][C:25](=[O:28])[NH:24][C:23]1=[O:29])[C:16]2=[O:21].[CH3:30][C:31]1[CH:32]=[C:33]([N:38]=[C:39]=[O:40])[CH:34]=[CH:35][C:36]=1[CH3:37], predict the reaction product. (4) Given the reactants C(O)(C(F)(F)F)=O.C(OC(=O)[NH:14][C:15]1[C:24]2[C:19](=[CH:20][CH:21]=[CH:22][CH:23]=2)[C:18]([O:25][C:26]2[CH:31]=[CH:30][N:29]=[C:28]([NH:32][C:33]3[CH:38]=[C:37]([C:39](=[O:49])[NH:40][CH2:41][CH2:42][N:43]4[CH2:48][CH2:47][O:46][CH2:45][CH2:44]4)[CH:36]=[C:35]([C:50]#[CH:51])[CH:34]=3)[N:27]=2)=[CH:17][CH:16]=1)(C)(C)C.O.C([O-])([O-])=O.[K+].[K+], predict the reaction product. The product is: [NH2:14][C:15]1[C:24]2[C:19](=[CH:20][CH:21]=[CH:22][CH:23]=2)[C:18]([O:25][C:26]2[CH:31]=[CH:30][N:29]=[C:28]([NH:32][C:33]3[CH:38]=[C:37]([CH:36]=[C:35]([C:50]#[CH:51])[CH:34]=3)[C:39]([NH:40][CH2:41][CH2:42][N:43]3[CH2:48][CH2:47][O:46][CH2:45][CH2:44]3)=[O:49])[N:27]=2)=[CH:17][CH:16]=1. (5) Given the reactants C(OC([NH:8][C:9]1[CH:14]=[CH:13][CH:12]=[CH:11][C:10]=1[C:15]1[C:16]([CH2:21][C:22]([O:24][CH3:25])=[O:23])=[N:17][O:18][C:19]=1[CH3:20])=O)(C)(C)C, predict the reaction product. The product is: [NH2:8][C:9]1[CH:14]=[CH:13][CH:12]=[CH:11][C:10]=1[C:15]1[C:16]([CH2:21][C:22]([O:24][CH3:25])=[O:23])=[N:17][O:18][C:19]=1[CH3:20]. (6) Given the reactants [OH:1][C:2]([C:5]1[N:6]=[C:7]([CH2:13][CH2:14][CH3:15])[NH:8][C:9]=1[C:10]([OH:12])=[O:11])([CH3:4])[CH3:3].Cl.[CH2:17](O)[CH3:18], predict the reaction product. The product is: [OH:1][C:2]([C:5]1[N:6]=[C:7]([CH2:13][CH2:14][CH3:15])[NH:8][C:9]=1[C:10]([O:12][CH2:17][CH3:18])=[O:11])([CH3:4])[CH3:3]. (7) Given the reactants [C:1](=[O:4])([O-:3])[O-:2].[Na+:5].[Na+].[OH:7][OH:8], predict the reaction product. The product is: [C:1]([O-:4])([O-:3])=[O:2].[C:1]([O-:4])([O-:3])=[O:2].[OH:7][OH:8].[OH:7][OH:8].[OH:7][OH:8].[Na+:5].[Na+:5].[Na+:5].[Na+:5].[C:1](=[O:2])([O-:4])[O-:3].[Na+:5].[Na+:5]. (8) Given the reactants [H-].[Na+].[CH3:3][C@H:4]1[CH2:9][CH2:8][C@H:7]([OH:10])[CH2:6][CH2:5]1.[Cl:11][C:12]1[CH:17]=[C:16](Cl)[N:15]=[CH:14][N:13]=1.[Cl-].[NH4+], predict the reaction product. The product is: [Cl:11][C:12]1[CH:17]=[C:16]([O:10][C@H:7]2[CH2:8][CH2:9][C@H:4]([CH3:3])[CH2:5][CH2:6]2)[N:15]=[CH:14][N:13]=1.